Dataset: Forward reaction prediction with 1.9M reactions from USPTO patents (1976-2016). Task: Predict the product of the given reaction. (1) Given the reactants [CH2:1]([C:4]1[C:12]([O:13][CH3:14])=[CH:11][C:10]([CH3:15])=[C:9]2[C:5]=1[CH:6]=[CH:7][N:8]2[C:16]([O:18][C:19]([CH3:22])([CH3:21])[CH3:20])=[O:17])[CH:2]=[CH2:3], predict the reaction product. The product is: [CH3:14][O:13][C:12]1[C:4]([CH:1]=[CH:2][CH3:3])=[C:5]2[C:9](=[C:10]([CH3:15])[CH:11]=1)[N:8]([C:16]([O:18][C:19]([CH3:20])([CH3:21])[CH3:22])=[O:17])[CH:7]=[CH:6]2. (2) Given the reactants [F:1][C:2]1[C@H:3]([OH:33])[C@@H:4]2[O:8][C:7]([CH3:10])([CH3:9])[O:6][C@@H:5]2[C:11]=1[CH2:12][O:13][C:14]([C:27]1[CH:32]=[CH:31][CH:30]=[CH:29][CH:28]=1)([C:21]1[CH:26]=[CH:25][CH:24]=[CH:23][CH:22]=1)[C:15]1[CH:20]=[CH:19][CH:18]=[CH:17][CH:16]=1.C(N(CC)CC)C.[CH3:41][S:42](Cl)(=[O:44])=[O:43].O, predict the reaction product. The product is: [CH3:41][S:42]([O:33][C@@H:3]1[C@H:4]2[C@H:5]([O:6][C:7]([CH3:10])([CH3:9])[O:8]2)[C:11]([CH2:12][O:13][C:14]([C:15]2[CH:20]=[CH:19][CH:18]=[CH:17][CH:16]=2)([C:27]2[CH:28]=[CH:29][CH:30]=[CH:31][CH:32]=2)[C:21]2[CH:22]=[CH:23][CH:24]=[CH:25][CH:26]=2)=[C:2]1[F:1])(=[O:44])=[O:43]. (3) Given the reactants Cl.C(N=C=NCCCN(C)C)C.[CH:13]1[CH:14]=[CH:15][C:16]([NH:23][C:24]2[C:25]([Cl:31])=[CH:26][CH:27]=[CH:28][C:29]=2[Cl:30])=[C:17]([CH2:19][C:20]([OH:22])=[O:21])[CH:18]=1.[C:32]1([C:38]2[N:39]([CH2:43][CH2:44][O:45][CH2:46][CH2:47]O)[CH:40]=[CH:41][N:42]=2)[CH:37]=[CH:36][CH:35]=[CH:34][CH:33]=1, predict the reaction product. The product is: [Cl:31][C:25]1[CH:26]=[CH:27][CH:28]=[C:29]([Cl:30])[C:24]=1[NH:23][C:16]1[CH:15]=[CH:14][CH:13]=[CH:18][C:17]=1[CH2:19][C:20]([O:22][CH2:47][CH2:46][O:45][CH2:44][CH2:43][N:39]1[CH:40]=[CH:41][N:42]=[C:38]1[C:32]1[CH:37]=[CH:36][CH:35]=[CH:34][CH:33]=1)=[O:21]. (4) Given the reactants C1C(=O)N([I:8])C(=O)C1.[CH3:9][O:10][C:11]([C:13]1[CH:18]=[CH:17][N:16]2[CH:19]=[CH:20][N:21]=[C:15]2[CH:14]=1)=[O:12], predict the reaction product. The product is: [CH3:9][O:10][C:11]([C:13]1[CH:18]=[CH:17][N:16]2[C:19]([I:8])=[CH:20][N:21]=[C:15]2[CH:14]=1)=[O:12]. (5) Given the reactants [CH:1]1([C:7]2[CH:13]=[CH:12][C:10]([NH2:11])=[CH:9][CH:8]=2)[CH2:6][CH2:5][CH2:4][CH2:3][CH2:2]1.C1C2C(C[O:28][C:29]([N:31]3[CH2:36][CH2:35][N:34](C(OC(C)(C)C)=O)[CH2:33][CH:32]3[CH2:44]C(O)=O)=O)C3C(=CC=CC=3)C=2C=CC=1.[N:48]([C:51]1[CH:56]=[CH:55][C:54]([C:57]2[CH:62]=[CH:61][CH:60]=[CH:59][CH:58]=2)=[CH:53][CH:52]=1)=[C:49]=[O:50], predict the reaction product. The product is: [C:7]1([C:1]2[CH:2]=[CH:3][CH:4]=[CH:5][CH:6]=2)[CH:8]=[CH:9][C:10]([NH:11][C:29]([N:31]2[CH2:36][CH2:35][NH:34][CH2:33][CH:32]2[CH2:44][C:49](=[O:50])[NH:48][C:51]2[CH:56]=[CH:55][C:54]([CH:57]3[CH2:58][CH2:59][CH2:60][CH2:61][CH2:62]3)=[CH:53][CH:52]=2)=[O:28])=[CH:12][CH:13]=1. (6) The product is: [Cl:1][C:2]1[CH:3]=[C:4]2[C:8](=[C:9]([Cl:11])[CH:10]=1)[NH:7][CH:6]=[C:5]2[CH2:16][CH2:17][NH:18][C:19](=[O:34])[C:20]1[CH:25]=[CH:24][CH:23]=[C:22]([CH2:26][C:27]2[CH:32]=[CH:31][CH:30]=[C:29]([F:33])[CH:28]=2)[CH:21]=1. Given the reactants [Cl:1][C:2]1[CH:3]=[C:4]2[C:8](=[C:9]([Cl:11])[CH:10]=1)[NH:7][C:6]([Si](C)(C)C)=[C:5]2[CH2:16][CH2:17][NH:18][C:19](=[O:34])[C:20]1[CH:25]=[CH:24][CH:23]=[C:22]([CH2:26][C:27]2[CH:32]=[CH:31][CH:30]=[C:29]([F:33])[CH:28]=2)[CH:21]=1.[F-].C([N+](CCCC)(CCCC)CCCC)CCC, predict the reaction product. (7) Given the reactants [S:1]1[CH:5]=[CH:4][CH:3]=[C:2]1[C:6]([C:8]1[N:9]=[CH:10][N:11]2[CH:15]=[CH:14][S:13][C:12]=12)=[O:7].[CH2:16]([Sn:20](Cl)([CH2:25][CH2:26][CH2:27][CH3:28])[CH2:21][CH2:22][CH2:23][CH3:24])[CH2:17][CH2:18][CH3:19].C[Si]([N-][Si](C)(C)C)(C)C.[Li+].C1COCC1, predict the reaction product. The product is: [S:1]1[CH:5]=[CH:4][CH:3]=[C:2]1[C:6]([C:8]1[N:9]=[CH:10][N:11]2[CH:15]=[C:14]([Sn:20]([CH2:21][CH2:22][CH2:23][CH3:24])([CH2:25][CH2:26][CH2:27][CH3:28])[CH2:16][CH2:17][CH2:18][CH3:19])[S:13][C:12]=12)=[O:7]. (8) Given the reactants [CH:1]([C:4]1[CH:9]=[CH:8][C:7]([C:10]2[N:11]=[C:12]([NH2:15])[S:13][CH:14]=2)=[CH:6][CH:5]=1)([CH3:3])[CH3:2].[C:16]([O:20][C:21](=[O:27])[CH2:22][S:23](Cl)(=[O:25])=[O:24])([CH3:19])([CH3:18])[CH3:17], predict the reaction product. The product is: [C:16]([O:20][C:21](=[O:27])[CH2:22][S:23](=[O:24])(=[O:25])[NH:15][C:12]1[S:13][CH:14]=[C:10]([C:7]2[CH:6]=[CH:5][C:4]([CH:1]([CH3:3])[CH3:2])=[CH:9][CH:8]=2)[N:11]=1)([CH3:19])([CH3:17])[CH3:18].